From a dataset of CYP3A4 inhibition data for predicting drug metabolism from PubChem BioAssay. Regression/Classification. Given a drug SMILES string, predict its absorption, distribution, metabolism, or excretion properties. Task type varies by dataset: regression for continuous measurements (e.g., permeability, clearance, half-life) or binary classification for categorical outcomes (e.g., BBB penetration, CYP inhibition). Dataset: cyp3a4_veith. The compound is COc1ccc2cc(C(=O)CCC(=O)O)ccc2c1. The result is 0 (non-inhibitor).